From a dataset of Reaction yield outcomes from USPTO patents with 853,638 reactions. Predict the reaction yield, written as a fraction of the theoretical maximum amount of product (1.0 means a 100% yield; for example, 0.34 means a 34% yield). The reactants are [NH2:1][C:2]1[CH:3]=[C:4]([C:17]2[C:18]([C:24]([OH:26])=[O:25])=[C:19]([CH3:23])[CH:20]=[CH:21][CH:22]=2)[CH:5]=[CH:6][C:7]=1[N:8]([CH2:13][CH:14]([CH3:16])[CH3:15])[CH2:9][CH:10]([CH3:12])[CH3:11].[N:27]([C:30]1[CH:35]=[CH:34][C:33]([O:36][C:37]([F:40])([F:39])[F:38])=[CH:32][CH:31]=1)=[C:28]=[O:29]. The catalyst is CN(C=O)C. The product is [CH2:13]([N:8]([CH2:9][CH:10]([CH3:12])[CH3:11])[C:7]1[CH:6]=[CH:5][C:4]([C:17]2[C:18]([C:24]([OH:26])=[O:25])=[C:19]([CH3:23])[CH:20]=[CH:21][CH:22]=2)=[CH:3][C:2]=1[NH:1][C:28]([NH:27][C:30]1[CH:35]=[CH:34][C:33]([O:36][C:37]([F:38])([F:39])[F:40])=[CH:32][CH:31]=1)=[O:29])[CH:14]([CH3:15])[CH3:16]. The yield is 0.500.